Dataset: Forward reaction prediction with 1.9M reactions from USPTO patents (1976-2016). Task: Predict the product of the given reaction. (1) The product is: [NH2:33][C:21]1[C:22]([O:24][C@H:25]([CH2:30][O:31][CH3:32])[C:26]([F:29])([F:27])[F:28])=[CH:23][C:18]([CH2:17][C@H:14]2[C@H:15]([OH:16])[C@@H:10]([NH:9][CH2:8][C:7]3[CH:38]=[CH:39][CH:40]=[C:5]([C:1]([CH3:4])([CH3:2])[CH3:3])[CH:6]=3)[CH2:11][S@@:12](=[O:37])[CH2:13]2)=[CH:19][C:20]=1[F:36]. Given the reactants [C:1]([C:5]1[CH:6]=[C:7]([CH:38]=[CH:39][CH:40]=1)[CH2:8][NH:9][C@@H:10]1[C@@H:15]([OH:16])[C@H:14]([CH2:17][C:18]2[CH:23]=[C:22]([O:24][C@H:25]([CH2:30][O:31][CH3:32])[C:26]([F:29])([F:28])[F:27])[C:21]([N+:33]([O-])=O)=[C:20]([F:36])[CH:19]=2)[CH2:13][S@:12](=[O:37])[CH2:11]1)([CH3:4])([CH3:3])[CH3:2], predict the reaction product. (2) Given the reactants [CH3:1][O:2][C:3]([C:5]1[CH:10]([C:11]2[CH:16]=[CH:15][C:14]([C:17]#[N:18])=[CH:13][CH:12]=2)[N:9]2[C:19](=[O:26])[N:20]([CH2:22][C:23](O)=[O:24])[N:21]=[C:8]2[N:7]([C:27]2[CH:32]=[CH:31][CH:30]=[C:29]([C:33]([F:36])([F:35])[F:34])[CH:28]=2)[C:6]=1[CH3:37])=[O:4].[CH:38]([N:41]([CH:44]([CH3:46])C)[CH2:42]C)(C)C.[CH3:47][N:48](C(ON1N=NC2C=CC=NC1=2)=[N+](C)C)[CH3:49].F[P-](F)(F)(F)(F)F, predict the reaction product. The product is: [CH3:1][O:2][C:3]([C:5]1[CH:10]([C:11]2[CH:16]=[CH:15][C:14]([C:17]#[N:18])=[CH:13][CH:12]=2)[N:9]2[C:19](=[O:26])[N:20]([CH2:22][C:23](=[O:24])[N:48]([CH2:49][CH2:46][CH2:44][N:41]([CH3:38])[CH3:42])[CH3:47])[N:21]=[C:8]2[N:7]([C:27]2[CH:32]=[CH:31][CH:30]=[C:29]([C:33]([F:34])([F:35])[F:36])[CH:28]=2)[C:6]=1[CH3:37])=[O:4].